Regression. Given two drug SMILES strings and cell line genomic features, predict the synergy score measuring deviation from expected non-interaction effect. From a dataset of NCI-60 drug combinations with 297,098 pairs across 59 cell lines. (1) Drug 1: C1=CC(=CC=C1CC(C(=O)O)N)N(CCCl)CCCl.Cl. Drug 2: CCC1(CC2CC(C3=C(CCN(C2)C1)C4=CC=CC=C4N3)(C5=C(C=C6C(=C5)C78CCN9C7C(C=CC9)(C(C(C8N6C=O)(C(=O)OC)O)OC(=O)C)CC)OC)C(=O)OC)O.OS(=O)(=O)O. Cell line: LOX IMVI. Synergy scores: CSS=19.8, Synergy_ZIP=-5.87, Synergy_Bliss=-0.0944, Synergy_Loewe=-10.8, Synergy_HSA=2.25. (2) Drug 1: C1=CC(=CC=C1CCCC(=O)O)N(CCCl)CCCl. Drug 2: CS(=O)(=O)CCNCC1=CC=C(O1)C2=CC3=C(C=C2)N=CN=C3NC4=CC(=C(C=C4)OCC5=CC(=CC=C5)F)Cl. Cell line: HT29. Synergy scores: CSS=13.1, Synergy_ZIP=-4.92, Synergy_Bliss=1.28, Synergy_Loewe=-4.85, Synergy_HSA=-3.49.